This data is from Peptide-MHC class I binding affinity with 185,985 pairs from IEDB/IMGT. The task is: Regression. Given a peptide amino acid sequence and an MHC pseudo amino acid sequence, predict their binding affinity value. This is MHC class I binding data. (1) The peptide sequence is RNLNVTTQS. The MHC is HLA-A02:01 with pseudo-sequence HLA-A02:01. The binding affinity (normalized) is 0. (2) The peptide sequence is ERYFRIHSL. The MHC is Mamu-B03 with pseudo-sequence Mamu-B03. The binding affinity (normalized) is 0.426. (3) The peptide sequence is KSYFTNAAL. The MHC is HLA-A02:02 with pseudo-sequence HLA-A02:02. The binding affinity (normalized) is 0.410. (4) The peptide sequence is WTGNYFTDT. The MHC is HLA-A02:01 with pseudo-sequence HLA-A02:01. The binding affinity (normalized) is 0.0156. (5) The peptide sequence is IADMGHLKY. The MHC is HLA-B58:01 with pseudo-sequence HLA-B58:01. The binding affinity (normalized) is 0.297.